Dataset: Forward reaction prediction with 1.9M reactions from USPTO patents (1976-2016). Task: Predict the product of the given reaction. (1) Given the reactants C(OC(=O)NC1SC(I)=CC=1C(N)=O)C1C=CC=CC=1.C(OC(=O)[NH:30][C:31]1[S:32][C:33]([C:39]2[CH:44]=[CH:43][CH:42]=[CH:41][C:40]=2[F:45])=[CH:34][C:35]=1[C:36]([NH2:38])=[O:37])C1C=CC=CC=1, predict the reaction product. The product is: [NH2:30][C:31]1[S:32][C:33]([C:39]2[CH:44]=[CH:43][CH:42]=[CH:41][C:40]=2[F:45])=[CH:34][C:35]=1[C:36]([NH2:38])=[O:37]. (2) Given the reactants [CH3:1][NH:2][C:3](=[O:11])[C:4]1[CH:9]=[CH:8][CH:7]=[N:6][C:5]=1[NH2:10].[C:12](=O)(OC1C=CC=CC=1)[O:13]C1C=CC=CC=1, predict the reaction product. The product is: [CH3:1][N:2]1[C:3](=[O:11])[C:4]2[CH:9]=[CH:8][CH:7]=[N:6][C:5]=2[NH:10][C:12]1=[O:13]. (3) Given the reactants [CH3:1][O:2][C:3](=[O:12])[C:4]1[CH:9]=[CH:8][C:7]([Br:10])=[C:6]([OH:11])[CH:5]=1.C1(P(C2C=CC=CC=2)C2C=CC=CC=2)C=CC=CC=1.[CH3:32][C:33]1[CH:34]=[C:35]([CH2:39][CH2:40]O)[CH:36]=[CH:37][CH:38]=1.CC(OC(/N=N/C(OC(C)C)=O)=O)C, predict the reaction product. The product is: [CH3:1][O:2][C:3](=[O:12])[C:4]1[CH:9]=[CH:8][C:7]([Br:10])=[C:6]([O:11][CH2:40][CH2:39][C:35]2[CH:34]=[C:33]([CH3:32])[CH:38]=[CH:37][CH:36]=2)[CH:5]=1. (4) Given the reactants [CH3:1][C:2]([CH3:59])([CH3:58])[C@H:3]([N:44]1[CH2:48][CH2:47][N:46]([CH2:49][C:50]2[CH:55]=[CH:54][CH:53]=[C:52]([CH3:56])[N:51]=2)[C:45]1=[O:57])[C:4]([NH:6][C@@H:7]([CH2:37][C:38]1[CH:43]=[CH:42][CH:41]=[CH:40][CH:39]=1)[CH2:8][C@H:9]([OH:36])[C@@H:10]([NH:25]C(=O)OCC1C=CC=CC=1)[CH2:11][C:12]1[CH:17]=[CH:16][C:15]([C:18]2[CH:23]=[CH:22][C:21]([CH3:24])=[CH:20][N:19]=2)=[CH:14][CH:13]=1)=[O:5].Cl, predict the reaction product. The product is: [NH2:25][C@@H:10]([CH2:11][C:12]1[CH:17]=[CH:16][C:15]([C:18]2[CH:23]=[CH:22][C:21]([CH3:24])=[CH:20][N:19]=2)=[CH:14][CH:13]=1)[C@@H:9]([OH:36])[CH2:8][C@@H:7]([NH:6][C:4](=[O:5])[C@@H:3]([N:44]1[CH2:48][CH2:47][N:46]([CH2:49][C:50]2[CH:55]=[CH:54][CH:53]=[C:52]([CH3:56])[N:51]=2)[C:45]1=[O:57])[C:2]([CH3:1])([CH3:58])[CH3:59])[CH2:37][C:38]1[CH:39]=[CH:40][CH:41]=[CH:42][CH:43]=1. (5) Given the reactants Br[C:2]1[CH:7]=[CH:6][C:5]([F:8])=[CH:4][C:3]=1[C:9]([C:11]1[CH:16]=[CH:15][CH:14]=[CH:13][CH:12]=1)=[O:10].C(Cl)(Cl)Cl.C(N(CC)CC)C.CN(C=O)C.C[CH2:34][O:35][C:36](C)=[O:37], predict the reaction product. The product is: [C:9]([C:3]1[CH:4]=[C:5]([F:8])[CH:6]=[CH:7][C:2]=1[C:36]([O:35][CH3:34])=[O:37])(=[O:10])[C:11]1[CH:16]=[CH:15][CH:14]=[CH:13][CH:12]=1. (6) Given the reactants [Cl:1][C:2]1[CH:10]=[C:9]2[C:5]([C:6]([C:12](=[O:17])C(F)(F)F)=[C:7]([CH3:11])[NH:8]2)=[CH:4][CH:3]=1.[OH-:18].[Na+], predict the reaction product. The product is: [Cl:1][C:2]1[CH:10]=[C:9]2[C:5]([C:6]([C:12]([OH:17])=[O:18])=[C:7]([CH3:11])[NH:8]2)=[CH:4][CH:3]=1. (7) Given the reactants [Cl:1][C:2]1[N:3]=[CH:4][N:5]([CH2:30][O:31][CH2:32][CH2:33][Si:34]([CH3:37])([CH3:36])[CH3:35])[C:6]=1[C:7]([NH:9][CH2:10][C:11]1[CH:16]=[CH:15][C:14]([Cl:17])=[C:13]([O:18][C:19]2[CH:24]=[C:23]([CH:25]=C)[CH:22]=[C:21]([C:27]#[N:28])[CH:20]=2)[C:12]=1[F:29])=[O:8].I([O-])(=O)(=O)=[O:39].[Na+], predict the reaction product. The product is: [Cl:1][C:2]1[N:3]=[CH:4][N:5]([CH2:30][O:31][CH2:32][CH2:33][Si:34]([CH3:37])([CH3:35])[CH3:36])[C:6]=1[C:7]([NH:9][CH2:10][C:11]1[CH:16]=[CH:15][C:14]([Cl:17])=[C:13]([O:18][C:19]2[CH:24]=[C:23]([CH:25]=[O:39])[CH:22]=[C:21]([C:27]#[N:28])[CH:20]=2)[C:12]=1[F:29])=[O:8]. (8) Given the reactants [CH2:1]([N:3]1[C:12]2[C:7](=[CH:8][C:9]([N+:13]([O-])=O)=[CH:10][CH:11]=2)[CH2:6][N:5]([CH2:16][CH3:17])[C:4]1=[O:18])[CH3:2].[H][H], predict the reaction product. The product is: [NH2:13][C:9]1[CH:8]=[C:7]2[C:12](=[CH:11][CH:10]=1)[N:3]([CH2:1][CH3:2])[C:4](=[O:18])[N:5]([CH2:16][CH3:17])[CH2:6]2. (9) Given the reactants [OH:1][C:2]([C:4](F)(F)F)=O.[F:8][C:9]1[CH:36]=[CH:35][C:12]([CH2:13][N:14]2[CH2:19][CH2:18][N:17]3[C:20](=[O:33])[C:21]([CH2:26][CH:27]4[CH2:32][CH2:31][NH:30][CH2:29][CH2:28]4)=[C:22]([OH:25])[C:23]([OH:24])=[C:16]3[C:15]2=[O:34])=[CH:11][CH:10]=1.N1C=CC=CC=1.C(OC(=O)C)(=O)C, predict the reaction product. The product is: [C:2]([N:30]1[CH2:29][CH2:28][CH:27]([CH2:26][C:21]2[C:20](=[O:33])[N:17]3[CH2:18][CH2:19][N:14]([CH2:13][C:12]4[CH:11]=[CH:10][C:9]([F:8])=[CH:36][CH:35]=4)[C:15](=[O:34])[C:16]3=[C:23]([OH:24])[C:22]=2[OH:25])[CH2:32][CH2:31]1)(=[O:1])[CH3:4]. (10) Given the reactants [CH3:1][CH:2]([CH3:17])[CH2:3][CH2:4][C:5]1[C:6](=O)[CH2:7][CH2:8][CH2:9][C:10]=1[O:11]CC(C)C.[CH2:18]([Li])[CH3:19], predict the reaction product. The product is: [CH2:18]([C:6]1[CH2:7][CH2:8][CH2:9][C:10](=[O:11])[C:5]=1[CH2:4][CH2:3][CH:2]([CH3:1])[CH3:17])[CH3:19].